From a dataset of Catalyst prediction with 721,799 reactions and 888 catalyst types from USPTO. Predict which catalyst facilitates the given reaction. (1) Reactant: [O:1]=[CH:2][C:3]1[CH:11]=[CH:10][C:8]([OH:9])=[C:5]([O:6][CH3:7])[CH:4]=1.C([O-])([O-])=O.[K+].[K+].[CH2:18]([O:20][C:21](=[O:24])[CH2:22]Br)[CH3:19].C(O)C. Product: [CH:2]([C:3]1[CH:11]=[CH:10][C:8]([O:9][CH2:22][C:21]([O:20][CH2:18][CH3:19])=[O:24])=[C:5]([O:6][CH3:7])[CH:4]=1)=[O:1]. The catalyst class is: 21. (2) Reactant: C([N:8]1[CH2:13][CH2:12][CH:11]([O:14][CH:15]([C:23]2[CH:28]=[CH:27][CH:26]=[CH:25][C:24]=2[Cl:29])[C:16]2[CH:21]=[CH:20][CH:19]=[CH:18][C:17]=2[Cl:22])[CH2:10][CH2:9]1)C1C=CC=CC=1.ClC1C=CC=CC=1C(OC1CCNCC1)C1C=CC(Cl)=CC=1. Product: [Cl:29][C:24]1[CH:25]=[CH:26][CH:27]=[CH:28][C:23]=1[CH:15]([O:14][CH:11]1[CH2:12][CH2:13][NH:8][CH2:9][CH2:10]1)[C:16]1[CH:21]=[CH:20][CH:19]=[CH:18][C:17]=1[Cl:22]. The catalyst class is: 27. (3) Reactant: C(N(C(C)C)C(C)C)C.[F:10][C:11]1[CH:16]=[CH:15][CH:14]=[CH:13][C:12]=1[N:17]1[C:25]2[C:20](=[C:21]([N:26]3[CH2:30][CH2:29][N:28]([CH2:31][C:32](O)=[O:33])[C:27]3=[O:35])[CH:22]=[CH:23][CH:24]=2)[CH:19]=[N:18]1.[F:36][C:37]1[CH:42]=[CH:41][C:40]([F:43])=[CH:39][C:38]=1[C@H:44]1[CH2:48][C@H:47]([F:49])[CH2:46][NH:45]1.CN(C(ON1N=NC2C=CC=NC1=2)=[N+](C)C)C.F[P-](F)(F)(F)(F)F. Product: [F:36][C:37]1[CH:42]=[CH:41][C:40]([F:43])=[CH:39][C:38]=1[C@H:44]1[CH2:48][C@H:47]([F:49])[CH2:46][N:45]1[C:32](=[O:33])[CH2:31][N:28]1[CH2:29][CH2:30][N:26]([C:21]2[CH:22]=[CH:23][CH:24]=[C:25]3[C:20]=2[CH:19]=[N:18][N:17]3[C:12]2[CH:13]=[CH:14][CH:15]=[CH:16][C:11]=2[F:10])[C:27]1=[O:35]. The catalyst class is: 7.